This data is from Full USPTO retrosynthesis dataset with 1.9M reactions from patents (1976-2016). The task is: Predict the reactants needed to synthesize the given product. (1) Given the product [ClH:1].[OH:22][CH:21]([C:23]1[CH:24]=[CH:25][C:26]2[O:31][CH2:30][C:29](=[O:32])[NH:28][C:27]=2[CH:33]=1)[CH2:20][CH2:19][N:16]1[CH2:15][CH2:14][N:13]([C:9]2[CH:8]=[CH:7][CH:6]=[C:5]3[C:10]=2[CH:11]=[CH:12][C:3]([CH3:2])=[N:4]3)[CH2:18][CH2:17]1, predict the reactants needed to synthesize it. The reactants are: [ClH:1].[CH3:2][C:3]1[CH:12]=[CH:11][C:10]2[C:5](=[CH:6][CH:7]=[CH:8][C:9]=2[N:13]2[CH2:18][CH2:17][N:16]([CH2:19][CH2:20][C:21]([C:23]3[CH:24]=[CH:25][C:26]4[O:31][CH2:30][C:29](=[O:32])[NH:28][C:27]=4[CH:33]=3)=[O:22])[CH2:15][CH2:14]2)[N:4]=1.[BH4-].[Na+]. (2) Given the product [CH3:13][N:14]1[CH2:19][CH2:18][N:17]([CH2:4][C:3]2[CH:6]=[CH:7][CH:8]=[C:9]([N+:10]([O-:12])=[O:11])[C:2]=2[CH3:1])[CH2:16][CH2:15]1, predict the reactants needed to synthesize it. The reactants are: [CH3:1][C:2]1[C:9]([N+:10]([O-:12])=[O:11])=[CH:8][CH:7]=[CH:6][C:3]=1[CH:4]=O.[CH3:13][N:14]1[CH2:19][CH2:18][NH:17][CH2:16][CH2:15]1.CC(O)=O.C(O[BH-](OC(=O)C)OC(=O)C)(=O)C.[Na+].